Predict the reaction yield, written as a fraction of the theoretical maximum amount of product (1.0 means a 100% yield; for example, 0.34 means a 34% yield). From a dataset of Reaction yield outcomes from USPTO patents with 853,638 reactions. (1) The product is [NH:9]1[C:10]2[C:15](=[CH:14][CH:13]=[CH:12][CH:11]=2)[CH:16]=[C:8]1[C:3]1[CH:4]=[CH:5][CH:6]=[CH:7][C:2]=1[NH:1][C:27](=[O:28])[CH2:26][CH2:25][C:20]1[CH:21]=[CH:22][CH:23]=[CH:24][C:19]=1[O:18][CH3:17]. No catalyst specified. The reactants are [NH2:1][C:2]1[CH:7]=[CH:6][CH:5]=[CH:4][C:3]=1[C:8]1[NH:9][C:10]2[C:15]([CH:16]=1)=[CH:14][CH:13]=[CH:12][CH:11]=2.[CH3:17][O:18][C:19]1[CH:24]=[CH:23][CH:22]=[CH:21][C:20]=1[CH2:25][CH2:26][C:27](O)=[O:28]. The yield is 0.620. (2) The reactants are CN(C(ON1N=NC2C=CC=NC1=2)=[N+](C)C)C.F[P-](F)(F)(F)(F)F.[F:25][C:26]1[CH:27]=[C:28]([C:33]2[CH:38]=[CH:37][C:36]([C:39]([OH:41])=O)=[C:35]([N+:42]([O-:44])=[O:43])[CH:34]=2)[CH:29]=[C:30]([F:32])[CH:31]=1.Cl.[CH3:46][C:47]([O:50][C@H:51]([CH3:58])[C@@H:52]([C:54]([O:56][CH3:57])=[O:55])[NH2:53])([CH3:49])[CH3:48].C(N(C(C)C)CC)(C)C. The catalyst is CN(C=O)C.C(OCC)(=O)C. The product is [F:32][C:30]1[CH:29]=[C:28]([C:33]2[CH:38]=[CH:37][C:36]([C:39]([NH:53][C@H:52]([C:54]([O:56][CH3:57])=[O:55])[C@@H:51]([CH3:58])[O:50][C:47]([CH3:49])([CH3:48])[CH3:46])=[O:41])=[C:35]([N+:42]([O-:44])=[O:43])[CH:34]=2)[CH:27]=[C:26]([F:25])[CH:31]=1. The yield is 0.730. (3) The reactants are [CH3:1][O:2][C:3]1[CH:8]=[C:7](B2OC(C)(C)C(C)(C)O2)[CH:6]=[CH:5][N:4]=1.Br[C:19]1[CH:20]=[CH:21][C:22]([C:25]([F:28])([F:27])[F:26])=[N:23][CH:24]=1. No catalyst specified. The product is [CH3:1][O:2][C:3]1[CH:8]=[C:7]([C:19]2[CH:24]=[N:23][C:22]([C:25]([F:28])([F:27])[F:26])=[CH:21][CH:20]=2)[CH:6]=[CH:5][N:4]=1. The yield is 0.810. (4) The reactants are [C:1]([C:3]([C:6]1[CH:7]=[C:8]([CH:23]=[CH:24][CH:25]=1)[C:9]([NH:11][C:12]1[CH:17]=[C:16]([N+:18]([O-])=O)[C:15]([F:21])=[CH:14][C:13]=1[F:22])=[O:10])([CH3:5])[CH3:4])#[N:2].C(O)(=O)C.C(O)C.C(#N)C. The catalyst is C1COCC1.[Zn]. The product is [NH2:18][C:16]1[C:15]([F:21])=[CH:14][C:13]([F:22])=[C:12]([NH:11][C:9](=[O:10])[C:8]2[CH:23]=[CH:24][CH:25]=[C:6]([C:3]([C:1]#[N:2])([CH3:5])[CH3:4])[CH:7]=2)[CH:17]=1. The yield is 0.700.